Task: Predict the product of the given reaction.. Dataset: Forward reaction prediction with 1.9M reactions from USPTO patents (1976-2016) Given the reactants [CH:1]1([CH2:7][O:8][C:9]2[N:14]3[N:15]=[C:16]([CH3:21])[C:17]([C:18]([OH:20])=O)=[C:13]3[CH:12]=[C:11]([CH3:22])[CH:10]=2)[CH2:6][CH2:5][CH2:4][CH2:3][CH2:2]1.[C:23]([O:27][C:28](=[O:37])[NH:29][C:30]([CH3:36])([CH2:33][CH2:34][CH3:35])[CH2:31][NH2:32])([CH3:26])([CH3:25])[CH3:24], predict the reaction product. The product is: [C:23]([O:27][C:28](=[O:37])[NH:29][C:30]([CH3:36])([CH2:33][CH2:34][CH3:35])[CH2:31][NH:32][C:18]([C:17]1[C:16]([CH3:21])=[N:15][N:14]2[C:9]([O:8][CH2:7][CH:1]3[CH2:2][CH2:3][CH2:4][CH2:5][CH2:6]3)=[CH:10][C:11]([CH3:22])=[CH:12][C:13]=12)=[O:20])([CH3:26])([CH3:25])[CH3:24].